From a dataset of Reaction yield outcomes from USPTO patents with 853,638 reactions. Predict the reaction yield, written as a fraction of the theoretical maximum amount of product (1.0 means a 100% yield; for example, 0.34 means a 34% yield). (1) The reactants are [CH2:1]([OH:8])[C:2]1[CH:7]=[CH:6][CH:5]=[CH:4][CH:3]=1.Cl[S:10]([N:13]=[C:14]=[O:15])(=[O:12])=[O:11].N1C=CC=CC=1.[NH:22]1[CH2:27][CH2:26][O:25][CH2:24][CH2:23]1. The catalyst is C(#N)C.O. The product is [CH2:1]([O:8][C:14](=[O:15])[NH:13][S:10]([N:22]1[CH2:27][CH2:26][O:25][CH2:24][CH2:23]1)(=[O:12])=[O:11])[C:2]1[CH:7]=[CH:6][CH:5]=[CH:4][CH:3]=1. The yield is 0.990. (2) The reactants are [F:1][C:2]1[CH:3]=[C:4]([C:12]2[C:13]3[CH2:20][CH2:19][CH:18]([CH2:21][C:22]([NH:24][CH3:25])=[O:23])[C:14]=3[CH:15]=[N:16][CH:17]=2)[CH:5]=[CH:6][C:7]=1[C:8]([F:11])([F:10])[F:9].N1C[CH2:30][O:29][CH2:28][CH2:27]1. No catalyst specified. The product is [F:1][C:2]1[CH:3]=[C:4]([C:12]2[C:13]3[CH2:20][CH2:19][CH:18]([CH2:21][C:22]([N:24]4[CH2:27][CH2:28][O:29][CH2:30][CH2:25]4)=[O:23])[C:14]=3[CH:15]=[N:16][CH:17]=2)[CH:5]=[CH:6][C:7]=1[C:8]([F:11])([F:9])[F:10]. The yield is 0.170.